The task is: Predict the reactants needed to synthesize the given product.. This data is from Full USPTO retrosynthesis dataset with 1.9M reactions from patents (1976-2016). (1) Given the product [F:30][C:11]1[CH:12]=[C:13]([O:17][C@H:18]2[CH2:23][CH2:22][CH2:21][CH2:20][C@@H:19]2[C:24]2[N:28]([CH3:29])[N:27]=[CH:26][CH:25]=2)[CH:14]=[C:15]([F:16])[C:10]=1[S:7]([NH:6][C:31]1[CH:36]=[CH:35][N:34]=[CH:33][N:32]=1)(=[O:8])=[O:9], predict the reactants needed to synthesize it. The reactants are: COC1C=C(OC)C=CC=1C[N:6]([C:31]1[CH:36]=[CH:35][N:34]=[CH:33][N:32]=1)[S:7]([C:10]1[C:15]([F:16])=[CH:14][C:13]([O:17][C@H:18]2[CH2:23][CH2:22][CH2:21][CH2:20][C@@H:19]2[C:24]2[N:28]([CH3:29])[N:27]=[CH:26][CH:25]=2)=[CH:12][C:11]=1[F:30])(=[O:9])=[O:8].C([SiH](CC)CC)C.FC(F)(F)C(O)=O. (2) Given the product [NH2:10][C:6]1([C:7]([OH:12])=[O:20])[CH2:5][CH2:4][C:3]([O:2][CH3:1])([C:15]([F:18])([F:17])[F:16])[CH2:14][CH2:13]1, predict the reactants needed to synthesize it. The reactants are: [CH3:1][O:2][C:3]1([C:15]([F:18])([F:17])[F:16])[CH2:14][CH2:13][C:6]2([NH:10]C(=O)N[C:7]2=[O:12])[CH2:5][CH2:4]1.Cl.[OH-:20].[Na+]. (3) Given the product [CH3:10][O:11][C:12]1[CH:17]=[CH:16][C:15]([C:2]2[O:6][C:5]([CH3:7])=[C:4]([CH:8]=[O:9])[CH:3]=2)=[CH:14][CH:13]=1, predict the reactants needed to synthesize it. The reactants are: Br[C:2]1[O:6][C:5]([CH3:7])=[C:4]([CH:8]=[O:9])[CH:3]=1.[CH3:10][O:11][C:12]1[CH:17]=[CH:16][C:15](B(O)O)=[CH:14][CH:13]=1.C(=O)([O-])[O-].[Na+].[Na+].COCCOC. (4) Given the product [CH2:24]([O:23][C:21]([C:20]1[N:16]=[C:14]([NH:13][C:8]2[CH:7]=[C:6]([C:5](=[O:17])[NH:4][CH:1]3[CH2:3][CH2:2]3)[CH:11]=[CH:10][C:9]=2[CH3:12])[S:15][CH:19]=1)=[O:22])[CH3:25], predict the reactants needed to synthesize it. The reactants are: [CH:1]1([NH:4][C:5](=[O:17])[C:6]2[CH:11]=[CH:10][C:9]([CH3:12])=[C:8]([NH:13][C:14]([NH2:16])=[S:15])[CH:7]=2)[CH2:3][CH2:2]1.Br[CH2:19][C:20](=O)[C:21]([O:23][CH2:24][CH3:25])=[O:22]. (5) The reactants are: [CH3:1][N:2]([CH3:21])[C:3](=[O:20])[C:4]1[CH:9]=[CH:8][C:7](B2OC(C)(C)C(C)(C)O2)=[C:6]([CH3:19])[CH:5]=1.Br[C:23]1[N:28]=[C:27]([CH:29]=[O:30])[CH:26]=[CH:25][C:24]=1[O:31][CH2:32][CH2:33][O:34][Si:35]([C:38]([CH3:41])([CH3:40])[CH3:39])([CH3:37])[CH3:36].C(=O)([O-])[O-].[K+].[K+]. Given the product [Si:35]([O:34][CH2:33][CH2:32][O:31][C:24]1[C:23]([C:7]2[CH:8]=[CH:9][C:4]([C:3]([N:2]([CH3:1])[CH3:21])=[O:20])=[CH:5][C:6]=2[CH3:19])=[N:28][C:27]([CH:29]=[O:30])=[CH:26][CH:25]=1)([C:38]([CH3:41])([CH3:40])[CH3:39])([CH3:37])[CH3:36], predict the reactants needed to synthesize it. (6) Given the product [C:9]1(=[N:8][OH:7])[CH:12]2[CH2:13][C:14]3[CH:15]=[CH:16][CH:17]=[CH:18][C:19]=3[CH:11]2[CH2:10]1, predict the reactants needed to synthesize it. The reactants are: C([O-])(=O)C.[Na+].Cl.[OH:7][NH2:8].[C:9]1(=O)[CH:12]2[CH2:13][C:14]3[CH:15]=[CH:16][CH:17]=[CH:18][C:19]=3[CH:11]2[CH2:10]1.